From a dataset of NCI-60 drug combinations with 297,098 pairs across 59 cell lines. Regression. Given two drug SMILES strings and cell line genomic features, predict the synergy score measuring deviation from expected non-interaction effect. Drug 1: CNC(=O)C1=NC=CC(=C1)OC2=CC=C(C=C2)NC(=O)NC3=CC(=C(C=C3)Cl)C(F)(F)F. Drug 2: CN(CCCl)CCCl.Cl. Cell line: NCI/ADR-RES. Synergy scores: CSS=20.7, Synergy_ZIP=-11.6, Synergy_Bliss=-14.3, Synergy_Loewe=-7.76, Synergy_HSA=-6.94.